This data is from Full USPTO retrosynthesis dataset with 1.9M reactions from patents (1976-2016). The task is: Predict the reactants needed to synthesize the given product. Given the product [N+:16]([C:5]1[CH:6]=[C:7]([C:14]([OH:15])=[O:13])[C:8]2[C:3]([CH:4]=1)=[CH:2][CH:1]=[CH:10][CH:9]=2)([O-:18])=[O:17], predict the reactants needed to synthesize it. The reactants are: [CH:1]1[CH:10]=[C:9]2C([O:13][C:14](=[O:15])[C:7]3=[C:8]2[C:3](=[CH:4][C:5]([N+:16]([O-:18])=[O:17])=[CH:6]3)[CH:2]=1)=O.[OH-].[Na+].CC(O)=O.